Dataset: Forward reaction prediction with 1.9M reactions from USPTO patents (1976-2016). Task: Predict the product of the given reaction. (1) The product is: [Cl:21][CH2:20][CH2:7][CH2:6][NH:3][C:15](=[O:16])[C:14]1[CH:18]=[CH:19][C:11]([N+:8]([O-:10])=[O:9])=[CH:12][CH:13]=1. Given the reactants C([N:3]([CH2:6][CH3:7])CC)C.[N+:8]([C:11]1[CH:19]=[CH:18][C:14]([C:15](Cl)=[O:16])=[CH:13][CH:12]=1)([O-:10])=[O:9].[CH2:20](Cl)[Cl:21], predict the reaction product. (2) Given the reactants [CH3:1][O:2][C:3]1[CH:13]=[CH:12][C:6]2[CH:7]=[C:8]([CH:10]=O)[O:9][C:5]=2[CH:4]=1.[CH3:14]OP(C(=[N+]=[N-])C(=O)C)(=O)OC.C([O-])([O-])=O.[K+].[K+], predict the reaction product. The product is: [C:10]([C:8]1[O:9][C:5]2[CH:4]=[C:3]([O:2][CH3:1])[CH:13]=[CH:12][C:6]=2[CH:7]=1)#[CH:14]. (3) Given the reactants [NH2:1][C:2]1[CH:3]=[CH:4][CH:5]=[C:6]2[C:11]=1[N:10]=[CH:9][CH:8]=[CH:7]2.[C:12]([N:19]1[CH:23]=[CH:22]N=[CH:20]1)(N1C=CN=C1)=[O:13].Cl.[F:25][C:26]1[CH:45]=[CH:44][C:29]([CH2:30][O:31][CH2:32][C:33]([NH:35][CH2:36][CH2:37][CH:38]2CCNC[CH2:39]2)=[O:34])=[CH:28][CH:27]=1.C(N(CC)CC)C, predict the reaction product. The product is: [F:25][C:26]1[CH:27]=[CH:28][C:29]([CH2:30][O:31][CH2:32][C:33]([NH:35][CH2:36][CH2:37][CH:38]2[CH2:39][CH2:20][N:19]([C:12]([NH:1][C:2]3[CH:3]=[CH:4][CH:5]=[C:6]4[C:11]=3[N:10]=[CH:9][CH:8]=[CH:7]4)=[O:13])[CH2:23][CH2:22]2)=[O:34])=[CH:44][CH:45]=1. (4) Given the reactants [C:1]([O:14][CH2:15][C:16]1[CH:21]=[CH:20][CH:19]=[CH:18][CH:17]=1)(=[O:13])[CH2:2][C:3]([O:5][CH2:6][C:7]1[CH:12]=[CH:11][CH:10]=[CH:9][CH:8]=1)=[O:4].Br[CH2:23][CH2:24][CH2:25][CH2:26][CH2:27]Br.C(=O)([O-])[O-].[K+].[K+], predict the reaction product. The product is: [C:2]1([C:1]([O:14][CH2:15][C:16]2[CH:17]=[CH:18][CH:19]=[CH:20][CH:21]=2)=[O:13])([C:3]([O:5][CH2:6][C:7]2[CH:12]=[CH:11][CH:10]=[CH:9][CH:8]=2)=[O:4])[CH2:27][CH2:26][CH2:25][CH2:24][CH2:23]1. (5) Given the reactants [C:1]([NH:4][C:5](=O)[CH2:6][C:7]([C:18]1[CH:23]=[CH:22][C:21]([CH2:24][CH2:25][CH2:26][CH2:27][CH2:28][CH2:29][CH2:30][CH3:31])=[CH:20][CH:19]=1)(C(OCC)=O)C(OCC)=O)(=[O:3])[CH3:2].[BH4-].[Na+].[C:35]([O:38][CH2:39]C)(=[O:37])[CH3:36], predict the reaction product. The product is: [C:35]([O:38][CH2:39][C:5]([NH:4][C:1](=[O:3])[CH3:2])([CH2:39][O:38][C:35](=[O:37])[CH3:36])[CH2:6][CH:7]([O:38][C:35](=[O:37])[CH3:36])[C:18]1[CH:19]=[CH:20][C:21]([CH2:24][CH2:25][CH2:26][CH2:27][CH2:28][CH2:29][CH2:30][CH3:31])=[CH:22][CH:23]=1)(=[O:37])[CH3:36].